This data is from Reaction yield outcomes from USPTO patents with 853,638 reactions. The task is: Predict the reaction yield, written as a fraction of the theoretical maximum amount of product (1.0 means a 100% yield; for example, 0.34 means a 34% yield). The reactants are [NH:1]1[CH2:6][CH2:5][O:4][CH2:3][CH2:2]1.Cl.C(N=C=NCCCN(C)C)C.[CH3:19][O:20][C:21]1[C:22](=[O:49])[C:23]([CH3:48])=[C:24]([CH2:30][C:31]2[CH:39]=[CH:38][C:34]([C:35](O)=[O:36])=[C:33]([O:40][CH2:41][C:42]3[CH:47]=[CH:46][CH:45]=[CH:44][CH:43]=3)[CH:32]=2)[C:25](=[O:29])[C:26]=1[O:27][CH3:28]. The catalyst is C(Cl)Cl. The product is [CH3:19][O:20][C:21]1[C:22](=[O:49])[C:23]([CH3:48])=[C:24]([CH2:30][C:31]2[CH:39]=[CH:38][C:34]([C:35]([N:1]3[CH2:6][CH2:5][O:4][CH2:3][CH2:2]3)=[O:36])=[C:33]([O:40][CH2:41][C:42]3[CH:43]=[CH:44][CH:45]=[CH:46][CH:47]=3)[CH:32]=2)[C:25](=[O:29])[C:26]=1[O:27][CH3:28]. The yield is 0.790.